Dataset: Forward reaction prediction with 1.9M reactions from USPTO patents (1976-2016). Task: Predict the product of the given reaction. (1) Given the reactants [C:1]([NH2:9])(=[S:8])[C:2]1[CH:7]=[CH:6][CH:5]=[N:4][CH:3]=1.Br[CH2:11][C:12]([CH:14]1[CH2:19][CH2:18][CH2:17][CH2:16][CH2:15]1)=O, predict the reaction product. The product is: [N:4]1[CH:5]=[CH:6][CH:7]=[C:2]([C:1]2[S:8][CH:11]=[C:12]([CH:14]3[CH2:19][CH2:18][CH2:17][CH2:16][CH2:15]3)[N:9]=2)[CH:3]=1. (2) Given the reactants [Si:1]([O:8][C:9]1[CH:14]=[CH:13][C:12](B(O)O)=[C:11]([CH3:18])[CH:10]=1)([C:4]([CH3:7])([CH3:6])[CH3:5])([CH3:3])[CH3:2].Br[C:20]1[C:21]([CH3:36])=[C:22]([CH:33]=[CH:34][CH:35]=1)[CH2:23][O:24][C:25]1[CH:32]=[CH:31][C:28]([CH:29]=[O:30])=[CH:27][N:26]=1.C1(P(C2CCCCC2)C2C=CC=CC=2C2C(OC)=CC=CC=2OC)CCCCC1.P([O-])([O-])([O-])=O.[K+].[K+].[K+], predict the reaction product. The product is: [Si:1]([O:8][C:9]1[CH:14]=[CH:13][C:12]([C:20]2[CH:35]=[CH:34][CH:33]=[C:22]([CH2:23][O:24][C:25]3[CH:32]=[CH:31][C:28]([CH:29]=[O:30])=[CH:27][N:26]=3)[C:21]=2[CH3:36])=[C:11]([CH3:18])[CH:10]=1)([C:4]([CH3:7])([CH3:6])[CH3:5])([CH3:3])[CH3:2]. (3) Given the reactants [NH:1]1[C:9]2[C:4](=[CH:5][C:6]([C:10]([OH:12])=O)=[CH:7][CH:8]=2)[CH:3]=[N:2]1.[CH3:13][NH:14][O:15][CH3:16].C(N(CC)CC)C.C(Cl)CCl, predict the reaction product. The product is: [CH3:16][O:15][N:14]([CH3:13])[C:10]([C:6]1[CH:5]=[C:4]2[C:9](=[CH:8][CH:7]=1)[NH:1][N:2]=[CH:3]2)=[O:12]. (4) Given the reactants [Br-].[CH3:2][N:3]([CH3:25])[CH2:4][CH2:5][P+](C1C=CC=CC=1)(C1C=CC=CC=1)C1C=CC=CC=1.C[Si]([N-][Si](C)(C)C)(C)C.[Li+].[C:36]([O:40][C:41](=[O:61])[NH:42][C:43]1[CH:48]=[CH:47][CH:46]=[C:45]([C:49]2[CH:54]=[C:53]([CH2:55][CH3:56])[C:52]([CH:57]=O)=[CH:51][C:50]=2[O:59][CH3:60])[N:44]=1)([CH3:39])([CH3:38])[CH3:37].ClCCl, predict the reaction product. The product is: [C:36]([O:40][C:41](=[O:61])[NH:42][C:43]1[CH:48]=[CH:47][CH:46]=[C:45]([C:49]2[CH:54]=[C:53]([CH2:55][CH3:56])[C:52]([CH:57]=[CH:5][CH2:4][N:3]([CH3:25])[CH3:2])=[CH:51][C:50]=2[O:59][CH3:60])[N:44]=1)([CH3:37])([CH3:38])[CH3:39]. (5) The product is: [C:1]([NH:4][C:5]1[CH:6]=[C:7]([CH:8]=[CH:9][CH:10]=1)[O:11][C:37]1[CH:31]=[CH:32][C:33]([N+:38]([O-:40])=[O:39])=[C:34]([CH:36]=1)[NH2:35])(=[O:3])[CH3:2]. Given the reactants [C:1]([NH:4][C:5]1[CH:6]=[C:7]([OH:11])[CH:8]=[CH:9][CH:10]=1)(=[O:3])[CH3:2].C(NC1C=CC(O)=CC=1)(=O)C.[N+](C1C=CC(O[C:31]2[CH:37]=[CH:36][C:34]([NH2:35])=[C:33]([N+:38]([O-:40])=[O:39])[CH:32]=2)=CC=1)([O-])=O, predict the reaction product.